Dataset: Catalyst prediction with 721,799 reactions and 888 catalyst types from USPTO. Task: Predict which catalyst facilitates the given reaction. (1) Reactant: I[C:2]1[C:10]2[C:5](=[CH:6][N:7]=[C:8]([C:11]3[CH:12]=[N:13][CH:14]=[CH:15][CH:16]=3)[CH:9]=2)[N:4]([CH2:17][O:18][CH2:19][CH2:20][Si:21]([CH3:24])([CH3:23])[CH3:22])[N:3]=1.[O:25]=[C:26]1[C:30]2([CH2:35][CH2:34][N:33]([C:36]([O:38][CH2:39][C:40]3[CH:45]=[CH:44][CH:43]=[CH:42][CH:41]=3)=[O:37])[CH2:32][CH2:31]2)[CH2:29][CH2:28][NH:27]1.CNCCNC.C(=O)([O-])[O-].[Cs+].[Cs+].O1CCOCC1. Product: [O:25]=[C:26]1[C:30]2([CH2:35][CH2:34][N:33]([C:36]([O:38][CH2:39][C:40]3[CH:41]=[CH:42][CH:43]=[CH:44][CH:45]=3)=[O:37])[CH2:32][CH2:31]2)[CH2:29][CH2:28][N:27]1[C:2]1[C:10]2[C:5](=[CH:6][N:7]=[C:8]([C:11]3[CH:12]=[N:13][CH:14]=[CH:15][CH:16]=3)[CH:9]=2)[N:4]([CH2:17][O:18][CH2:19][CH2:20][Si:21]([CH3:24])([CH3:23])[CH3:22])[N:3]=1. The catalyst class is: 205. (2) Reactant: C(=S)(OC1C=CC=CC=1)O[C@@H:3]1[C@@H:7]2[O:8][CH:9]([C:12]3[CH:17]=[CH:16][C:15]([O:18][CH3:19])=[CH:14][CH:13]=3)[O:10][CH2:11][C@@H:6]2[CH2:5][C@H:4]1[N:20]1[C:24]2[N:25]=[CH:26][N:27]=[C:28]([NH:29][C@@H:30]3[C:38]4[C:33](=[CH:34][CH:35]=[CH:36][CH:37]=4)[CH2:32][CH2:31]3)[C:23]=2[CH:22]=[CH:21]1.C([SnH](CCCC)CCCC)CCC.N(C(C)(C)C#N)=NC(C)(C)C#N. Product: [C@@H:30]1([NH:29][C:28]2[C:23]3[CH:22]=[CH:21][N:20]([C@H:4]4[CH2:3][C@@H:7]5[O:8][CH:9]([C:12]6[CH:13]=[CH:14][C:15]([O:18][CH3:19])=[CH:16][CH:17]=6)[O:10][CH2:11][C@@H:6]5[CH2:5]4)[C:24]=3[N:25]=[CH:26][N:27]=2)[C:38]2[C:33](=[CH:34][CH:35]=[CH:36][CH:37]=2)[CH2:32][CH2:31]1. The catalyst class is: 11. (3) Reactant: Cl.[Cl:2][C:3]1[CH:4]=[C:5]2[C:9](=[CH:10][CH:11]=1)[NH:8][CH:7]=[C:6]2[CH2:12][CH2:13][NH2:14].[OH:15][CH2:16][CH:17]([NH:24][C:25](=[O:29])[C:26](O)=[O:27])[C:18]1[CH:23]=[CH:22][CH:21]=[CH:20][CH:19]=1.CN(C(ON1N=NC2C=CC=NC1=2)=[N+](C)C)C.F[P-](F)(F)(F)(F)F.C(N(CC)C(C)C)(C)C. Product: [Cl:2][C:3]1[CH:4]=[C:5]2[C:9](=[CH:10][CH:11]=1)[NH:8][CH:7]=[C:6]2[CH2:12][CH2:13][NH:14][C:26](=[O:27])[C:25]([NH:24][CH:17]([C:18]1[CH:19]=[CH:20][CH:21]=[CH:22][CH:23]=1)[CH2:16][OH:15])=[O:29]. The catalyst class is: 3. (4) Reactant: C[O:2][C:3](=[O:30])/[CH:4]=[CH:5]/[C:6]1[CH:7]=[CH:8][C:9]2[O:27][C:13]3([CH2:18][CH2:17][N:16]([CH2:19][CH2:20][C:21]4[CH:26]=[CH:25][CH:24]=[CH:23][CH:22]=4)[CH2:15][CH2:14]3)[NH:12][C:11](=[O:28])[C:10]=2[CH:29]=1.[OH-].[Na+].Cl. Product: [C:21]1([CH2:20][CH2:19][N:16]2[CH2:15][CH2:14][C:13]3([NH:12][C:11](=[O:28])[C:10]4[CH:29]=[C:6](/[CH:5]=[CH:4]/[C:3]([OH:30])=[O:2])[CH:7]=[CH:8][C:9]=4[O:27]3)[CH2:18][CH2:17]2)[CH:22]=[CH:23][CH:24]=[CH:25][CH:26]=1. The catalyst class is: 38. (5) Reactant: [N+:1]([O-:4])([O-])=[O:2].[Na+].S(=O)(=O)(O)O.[C:11]1([O:18][CH3:19])[C:12](=[CH:14][CH:15]=[CH:16][CH:17]=1)[OH:13].N([O-])=O.[Na+]. Product: [CH3:19][O:18][C:11]1[CH:17]=[CH:16][CH:15]=[C:14]([N+:1]([O-:4])=[O:2])[C:12]=1[OH:13]. The catalyst class is: 27. (6) Reactant: [Cl-].[Cl-].[Cl-].[Al+3].[C:5](Cl)(=[O:12])[C:6]1[CH:11]=[CH:10][CH:9]=[N:8][CH:7]=1.[C:14]([NH:17][C:18]1[CH:23]=[CH:22][CH:21]=[CH:20][CH:19]=1)(=[O:16])[CH3:15].[OH-].[Na+]. Product: [N:8]1[CH:9]=[CH:10][CH:11]=[C:6]([C:5]([C:21]2[CH:22]=[CH:23][C:18]([NH:17][C:14](=[O:16])[CH3:15])=[CH:19][CH:20]=2)=[O:12])[CH:7]=1. The catalyst class is: 139.